From a dataset of Forward reaction prediction with 1.9M reactions from USPTO patents (1976-2016). Predict the product of the given reaction. (1) Given the reactants [C:1]([C:5]1[N:10]=[CH:9][C:8]([C:11]2[N:12]([C:32]([N:34]3[CH2:39][CH2:38][CH:37]([C:40](O)=[O:41])[CH2:36][CH2:35]3)=[O:33])[C@@:13]([C:25]3[CH:30]=[CH:29][C:28](Cl)=[CH:27][CH:26]=3)([CH3:24])[C@@:14]([C:17]3[CH:22]=[CH:21][C:20]([Cl:23])=[CH:19][CH:18]=3)([CH3:16])[N:15]=2)=[C:7]([O:43][CH2:44][CH3:45])[CH:6]=1)([CH3:4])([CH3:3])[CH3:2].[ClH:46].[CH3:47][S:48]([CH2:51][CH2:52][NH:53][CH3:54])(=[O:50])=[O:49], predict the reaction product. The product is: [CH3:47][S:48]([CH2:51][CH2:52][N:53]([CH3:54])[C:40]([CH:37]1[CH2:38][CH2:39][N:34]([C:32]([N:12]2[C@@:13]([C:25]3[CH:26]=[CH:27][C:28]([Cl:46])=[CH:29][CH:30]=3)([CH3:24])[C@@:14]([C:17]3[CH:18]=[CH:19][C:20]([Cl:23])=[CH:21][CH:22]=3)([CH3:16])[N:15]=[C:11]2[C:8]2[CH:9]=[N:10][C:5]([C:1]([CH3:4])([CH3:3])[CH3:2])=[CH:6][C:7]=2[O:43][CH2:44][CH3:45])=[O:33])[CH2:35][CH2:36]1)=[O:41])(=[O:50])=[O:49]. (2) Given the reactants OS(O)(=O)=O.O=S(=O)=O.[C:10]([OH:21])(=[O:20])[C:11]1[CH:19]=[CH:18][C:14]([C:15]([OH:17])=[O:16])=[CH:13][CH:12]=1.O1CC[CH2:25]OO1.[CH2:28](O)[CH2:29][CH2:30][CH3:31], predict the reaction product. The product is: [CH2:28]([O:16][C:15]([C:14]1[CH:18]=[C:19]2[C:11](=[CH:12][CH:13]=1)[C:10](=[O:21])[O:20][CH2:25]2)=[O:17])[CH2:29][CH2:30][CH3:31]. (3) Given the reactants [CH3:1][C:2]1[CH:7]=[CH:6][C:5]([S:8]([O:11][C:12]2[CH:13]=[CH:14][C:15]3[NH:20][C:19](=O)[O:18][C:17]([CH3:23])([CH3:22])[C:16]=3[CH:24]=2)(=[O:10])=[O:9])=[CH:4][CH:3]=1.COC1C=CC(P2(SP(C3C=CC(OC)=CC=3)(=S)S2)=[S:34])=CC=1, predict the reaction product. The product is: [CH3:1][C:2]1[CH:7]=[CH:6][C:5]([S:8]([O:11][C:12]2[CH:13]=[CH:14][C:15]3[NH:20][C:19](=[S:34])[O:18][C:17]([CH3:23])([CH3:22])[C:16]=3[CH:24]=2)(=[O:10])=[O:9])=[CH:4][CH:3]=1. (4) Given the reactants Cl.[CH3:2][C:3]1[N:7]=[C:6]([C@:8]23[CH2:13][C@H:12]2[CH2:11][N:10](C(OC(C)(C)C)=O)[CH2:9]3)[O:5][N:4]=1, predict the reaction product. The product is: [C@:8]12([C:6]3[O:5][N:4]=[C:3]([CH3:2])[N:7]=3)[CH2:13][C@H:12]1[CH2:11][NH:10][CH2:9]2. (5) Given the reactants [CH:1]1([S:4]([C:7]2[CH:12]=[CH:11][C:10]([CH:13]([O:17][CH:18]3[CH2:23][CH2:22][O:21][CH2:20][CH2:19]3)[C:14](O)=[O:15])=[CH:9][CH:8]=2)(=[O:6])=[O:5])[CH2:3][CH2:2]1.[NH2:24][C:25]1[S:26][C:27]([O:30][C:31]2[CH:32]=[C:33]([CH:39]=[CH:40][CH:41]=2)[C:34]([O:36][CH2:37][CH3:38])=[O:35])=[CH:28][N:29]=1.C1C=CC2N(O)N=NC=2C=1.CCN=C=NCCCN(C)C.C(N(CC)CC)C, predict the reaction product. The product is: [CH:1]1([S:4]([C:7]2[CH:12]=[CH:11][C:10]([CH:13]([O:17][CH:18]3[CH2:23][CH2:22][O:21][CH2:20][CH2:19]3)[C:14]([NH:24][C:25]3[S:26][C:27]([O:30][C:31]4[CH:32]=[C:33]([CH:39]=[CH:40][CH:41]=4)[C:34]([O:36][CH2:37][CH3:38])=[O:35])=[CH:28][N:29]=3)=[O:15])=[CH:9][CH:8]=2)(=[O:6])=[O:5])[CH2:2][CH2:3]1.